Dataset: Reaction yield outcomes from USPTO patents with 853,638 reactions. Task: Predict the reaction yield, written as a fraction of the theoretical maximum amount of product (1.0 means a 100% yield; for example, 0.34 means a 34% yield). The reactants are [CH3:1][C@H:2]1[CH2:7][N:6]([CH:8]2[CH2:11][O:10][CH2:9]2)[C@H:5]([CH3:12])[CH2:4][N:3]1[C:13]1[CH:14]=[CH:15][C:16]([NH:19][C:20]2[C:25](=[O:26])[N:24]([CH3:27])[CH:23]=[C:22]([C:28]3[C:33]([CH:34]=[O:35])=[C:32]([N:36]4[CH:48]=[CH:47][N:39]5[C:40]6[CH2:41][CH2:42][CH2:43][CH2:44][C:45]=6[CH:46]=[C:38]5[C:37]4=[O:49])[N:31]=[CH:30][CH:29]=3)[CH:21]=2)=[N:17][CH:18]=1.[BH4-].[Na+]. The catalyst is CO. The product is [CH3:1][C@H:2]1[CH2:7][N:6]([CH:8]2[CH2:11][O:10][CH2:9]2)[C@H:5]([CH3:12])[CH2:4][N:3]1[C:13]1[CH:14]=[CH:15][C:16]([NH:19][C:20]2[C:25](=[O:26])[N:24]([CH3:27])[CH:23]=[C:22]([C:28]3[CH:29]=[CH:30][N:31]=[C:32]([N:36]4[CH:48]=[CH:47][N:39]5[C:40]6[CH2:41][CH2:42][CH2:43][CH2:44][C:45]=6[CH:46]=[C:38]5[C:37]4=[O:49])[C:33]=3[CH2:34][OH:35])[CH:21]=2)=[N:17][CH:18]=1. The yield is 0.550.